From a dataset of Full USPTO retrosynthesis dataset with 1.9M reactions from patents (1976-2016). Predict the reactants needed to synthesize the given product. (1) Given the product [C:1]1([C:7]2[C:14]3[S:13][C:12]([NH:15][C:23]([C:19]4[S:18][C:17]([Cl:16])=[N:21][C:20]=4[CH3:22])=[O:24])=[N:11][C:10]=3[NH:9][N:8]=2)[CH:2]=[CH:3][CH:4]=[CH:5][CH:6]=1, predict the reactants needed to synthesize it. The reactants are: [C:1]1([C:7]2[C:14]3[S:13][C:12]([NH2:15])=[N:11][C:10]=3[NH:9][N:8]=2)[CH:6]=[CH:5][CH:4]=[CH:3][CH:2]=1.[Cl:16][C:17]1[S:18][C:19]([C:23](Cl)=[O:24])=[C:20]([CH3:22])[N:21]=1.C1(C)C=CC=CC=1.C(O)C(N)(CO)CO. (2) Given the product [Cl:26][C:25]1[CH:24]=[C:19]([C:20]([O:22][CH3:23])=[O:21])[C:18]([CH3:27])=[C:17]2[C:16]=1[NH:15][CH:29]=[CH:28]2, predict the reactants needed to synthesize it. The reactants are: ClC1C(C(OC)=O)=CC=C2C=1C=CN2.[NH2:15][C:16]1[C:25]([Cl:26])=[CH:24][C:19]([C:20]([O:22][CH3:23])=[O:21])=[C:18]([CH3:27])[C:17]=1[C:28]#[CH:29].